From a dataset of Catalyst prediction with 721,799 reactions and 888 catalyst types from USPTO. Predict which catalyst facilitates the given reaction. The catalyst class is: 22. Product: [CH2:1]([O:8][C:9](=[O:24])[C@@H:10]([NH:11][C:12]([O:14][C:15]([CH3:16])([CH3:17])[CH3:18])=[O:13])[CH2:19][CH2:20][C:21](=[O:23])[NH:55][C:51]1[CH:52]=[C:53]([CH3:54])[C:48]([CH3:47])=[CH:49][C:50]=1[NH2:56])[C:2]1[CH:3]=[CH:4][CH:5]=[CH:6][CH:7]=1. Reactant: [CH2:1]([O:8][C:9](=[O:24])[C@H:10]([CH2:19][CH2:20][C:21]([OH:23])=O)[NH:11][C:12]([O:14][C:15]([CH3:18])([CH3:17])[CH3:16])=[O:13])[C:2]1[CH:7]=[CH:6][CH:5]=[CH:4][CH:3]=1.CCN=C=NCCCN(C)C.Cl.C1C=CC2N(O)N=NC=2C=1.[CH3:47][C:48]1[C:53]([CH3:54])=[CH:52][C:51]([NH2:55])=[C:50]([NH2:56])[CH:49]=1.